Dataset: Forward reaction prediction with 1.9M reactions from USPTO patents (1976-2016). Task: Predict the product of the given reaction. (1) Given the reactants [CH3:1][O:2][CH2:3][CH2:4][CH2:5][C:6]1[CH:7]=[C:8]([CH3:15])[C:9]([CH3:14])=[C:10]([CH2:12][OH:13])[CH:11]=1.C(N(CC)CC)C.[CH3:23][S:24](Cl)(=[O:26])=[O:25], predict the reaction product. The product is: [CH3:23][S:24]([O:13][CH2:12][C:10]1[CH:11]=[C:6]([CH2:5][CH2:4][CH2:3][O:2][CH3:1])[CH:7]=[C:8]([CH3:15])[C:9]=1[CH3:14])(=[O:26])=[O:25]. (2) Given the reactants [NH2:1][CH2:2][CH:3]1[CH2:6][CH:5]([N:7]2[C:11]3[N:12]=[CH:13][N:14]=[C:15]([NH2:16])[C:10]=3[C:9](I)=[CH:8]2)[CH2:4]1.[C:18]12([CH2:25][O:26][C:27]3[CH:28]=[C:29](B4OC(C)(C)C(C)(C)O4)[CH:30]=[CH:31][CH:32]=3)[O:24][CH:21]([CH2:22][CH2:23]1)[CH2:20][CH2:19]2.C(=O)([O-])[O-].[Na+].[Na+].CN(C=O)C, predict the reaction product. The product is: [NH2:1][CH2:2][C@@H:3]1[CH2:6][C@H:5]([N:7]2[C:11]3[N:12]=[CH:13][N:14]=[C:15]([NH2:16])[C:10]=3[C:9]([C:29]3[CH:30]=[CH:31][CH:32]=[C:27]([O:26][CH2:25][C:18]45[O:24][CH:21]([CH2:20][CH2:19]4)[CH2:22][CH2:23]5)[CH:28]=3)=[CH:8]2)[CH2:4]1. (3) Given the reactants C(COC)OC.[Cl:7][C:8]1[CH:13]=[CH:12][C:11]([S:14]([O-:16])=[O:15])=[CH:10][CH:9]=1.[Na+].[CH3:18][O:19][C:20]1[CH:21]=[C:22]([CH:25]=[CH:26][CH:27]=1)[CH2:23]Cl, predict the reaction product. The product is: [Cl:7][C:8]1[CH:13]=[CH:12][C:11]([S:14]([CH2:23][C:22]2[CH:25]=[CH:26][CH:27]=[C:20]([O:19][CH3:18])[CH:21]=2)(=[O:16])=[O:15])=[CH:10][CH:9]=1. (4) Given the reactants [CH3:1][O:2][C:3]1[CH:22]=[CH:21][C:6]([CH2:7][C@@H:8]2[C:12]3=[N:13][C:14]4[CH:19]=[CH:18][CH:17]=[CH:16][C:15]=4[N:11]3[C:10](=[O:20])[NH:9]2)=[CH:5][CH:4]=1.[CH3:23][O:24][C:25]1[CH:26]=[C:27]([CH:31]=[CH:32][CH:33]=1)[CH2:28][CH2:29][NH2:30].C(O)(C(F)(F)F)=O, predict the reaction product. The product is: [NH:13]1[C:14]2[CH:19]=[CH:18][CH:17]=[CH:16][C:15]=2[N:11]=[C:12]1[C@H:8]([NH:9][C:10]([NH:30][CH2:29][CH2:28][C:27]1[CH:31]=[CH:32][CH:33]=[C:25]([O:24][CH3:23])[CH:26]=1)=[O:20])[CH2:7][C:6]1[CH:5]=[CH:4][C:3]([O:2][CH3:1])=[CH:22][CH:21]=1. (5) Given the reactants C(O)(=O)C.[F:5][C:6]([F:26])([F:25])[O:7][C:8]1[CH:13]=[CH:12][C:11]([N:14]2[CH2:18][CH2:17][C:16]3([CH2:23][CH2:22][NH:21][CH2:20][CH2:19]3)[C:15]2=[O:24])=[CH:10][CH:9]=1.[CH3:27][O:28][C:29](=[O:41])[C:30]1[CH:35]=[CH:34][CH:33]=[C:32]([CH3:36])[C:31]=1[S:37](Cl)(=[O:39])=[O:38], predict the reaction product. The product is: [CH3:27][O:28][C:29](=[O:41])[C:30]1[CH:35]=[CH:34][CH:33]=[C:32]([CH3:36])[C:31]=1[S:37]([N:21]1[CH2:20][CH2:19][C:16]2([C:15](=[O:24])[N:14]([C:11]3[CH:12]=[CH:13][C:8]([O:7][C:6]([F:5])([F:25])[F:26])=[CH:9][CH:10]=3)[CH2:18][CH2:17]2)[CH2:23][CH2:22]1)(=[O:38])=[O:39].